From a dataset of Peptide-MHC class II binding affinity with 134,281 pairs from IEDB. Regression. Given a peptide amino acid sequence and an MHC pseudo amino acid sequence, predict their binding affinity value. This is MHC class II binding data. The peptide sequence is VVLFAVFLGSAYGIP. The MHC is DRB4_0101 with pseudo-sequence DRB4_0103. The binding affinity (normalized) is 0.210.